The task is: Predict the reactants needed to synthesize the given product.. This data is from Full USPTO retrosynthesis dataset with 1.9M reactions from patents (1976-2016). (1) Given the product [CH3:38][C:39]1[N:43]=[CH:42][N:41]([C:44]2[CH:45]=[C:46]([NH:50][C:11]3[C:10]4[C:15](=[C:6]([C:2]5[S:1][CH:5]=[CH:4][CH:3]=5)[CH:7]=[CH:8][CH:9]=4)[N:14]=[CH:13][N:12]=3)[CH:47]=[CH:48][CH:49]=2)[N:40]=1, predict the reactants needed to synthesize it. The reactants are: [S:1]1[CH:5]=[CH:4][CH:3]=[C:2]1[C:6]1[CH:7]=[CH:8][CH:9]=[C:10]2[C:15]=1[N:14]=[CH:13][N:12]=[C:11]2O.P(Cl)(Cl)(Cl)=O.ClC1C2C(=C(C3SC=CC=3)C=CC=2)N=CN=1.[CH3:38][C:39]1[N:43]=[CH:42][N:41]([C:44]2[CH:45]=[C:46]([NH2:50])[CH:47]=[CH:48][CH:49]=2)[N:40]=1.C(=O)([O-])O.[Na+]. (2) Given the product [C:23]([C:3]1[CH:4]=[C:5]([CH:21]=[CH:22][C:2]=1[NH:1][S:34]([C:31]1[CH:32]=[CH:33][C:28]([CH:25]([CH3:27])[CH3:26])=[CH:29][CH:30]=1)(=[O:36])=[O:35])[O:6][C:7]1[CH:8]=[CH:9][C:10]([NH:13][C:14](=[O:20])[O:15][C:16]([CH3:19])([CH3:18])[CH3:17])=[CH:11][CH:12]=1)#[N:24], predict the reactants needed to synthesize it. The reactants are: [NH2:1][C:2]1[CH:22]=[CH:21][C:5]([O:6][C:7]2[CH:12]=[CH:11][C:10]([NH:13][C:14](=[O:20])[O:15][C:16]([CH3:19])([CH3:18])[CH3:17])=[CH:9][CH:8]=2)=[CH:4][C:3]=1[C:23]#[N:24].[CH:25]([C:28]1[CH:33]=[CH:32][C:31]([S:34](Cl)(=[O:36])=[O:35])=[CH:30][CH:29]=1)([CH3:27])[CH3:26]. (3) Given the product [CH3:11][C:10]([CH2:12][C:13]([CH3:16])([CH3:15])[CH3:14])=[CH2:9].[C:17]([O:21][CH2:22][CH2:23][CH2:24][OH:25])(=[O:20])[CH:18]=[CH2:19].[C:26]([O:31][CH2:32][CH2:33][CH2:34][CH3:35])(=[O:30])[C:27]([CH3:29])=[CH2:28].[CH2:1]=[CH:2][C:3]1[CH:8]=[CH:7][CH:6]=[CH:5][CH:4]=1.[C:36]([O:40][CH2:41][CH2:42][CH2:43][CH3:44])(=[O:39])[CH:37]=[CH2:38], predict the reactants needed to synthesize it. The reactants are: [CH2:1]=[CH:2][C:3]1[CH:8]=[CH:7][CH:6]=[CH:5][CH:4]=1.[CH3:9][C:10]([CH2:12][C:13]([CH3:16])([CH3:15])[CH3:14])=[CH2:11].[C:17]([O:21][CH2:22][CH2:23][CH2:24][OH:25])(=[O:20])[CH:18]=[CH2:19].[C:26]([O:31][CH2:32][CH2:33][CH2:34][CH3:35])(=[O:30])[C:27]([CH3:29])=[CH2:28].[C:36]([O:40][CH2:41][CH2:42][CH2:43][CH3:44])(=[O:39])[CH:37]=[CH2:38]. (4) Given the product [NH:1]1[C:14]2[CH:15]=[CH:16][CH:17]=[CH:18][C:13]=2[CH2:12][CH2:11][CH2:10][CH:2]1[C:3]([O:5][C:6]([CH3:9])([CH3:8])[CH3:7])=[O:4], predict the reactants needed to synthesize it. The reactants are: [NH2:1][CH:2]([CH2:10][CH2:11][CH2:12][C:13]1[CH:18]=[CH:17][CH:16]=[CH:15][C:14]=1Br)[C:3]([O:5][C:6]([CH3:9])([CH3:8])[CH3:7])=[O:4].C1(P(C2C=CC=CC=2)C2C=CC=CC=2)C=CC=CC=1.C(=O)([O-])[O-].[Cs+].[Cs+]. (5) Given the product [N+:22]([C:30]1[CH:25]=[C:24]2[C:19](=[CH:18][CH:29]=1)[N:20]([C:2]1[CH:3]=[N:4][CH:5]=[CH:6][CH:7]=1)[CH:21]=[CH:23]2)([O-:8])=[O:31], predict the reactants needed to synthesize it. The reactants are: Br[C:2]1[CH:3]=[N:4][CH:5]=[CH:6][CH:7]=1.[O-:8]P([O-])([O-])=O.[K+].[K+].[K+].CN[CH2:18][CH2:19][NH:20][CH3:21].[NH:22]1[C:30]2[C:25](=CC=C[CH:29]=2)[CH:24]=[CH:23]1.[OH2:31]. (6) Given the product [CH3:1][C:2]1[CH:14]=[C:13]([CH2:15][N:16]([CH2:33][CH2:34][CH3:35])[C:17]2[CH:18]=[C:19]([C:23]3[CH:28]=[CH:27][C:26]([C:29]([F:30])([F:31])[F:32])=[CH:25][CH:24]=3)[CH:20]=[CH:21][CH:22]=2)[CH:12]=[CH:11][C:3]=1[O:4][CH2:5][C:6]([OH:8])=[O:7], predict the reactants needed to synthesize it. The reactants are: [CH3:1][C:2]1[CH:14]=[C:13]([CH2:15][N:16]([CH2:33][CH2:34][CH3:35])[C:17]2[CH:18]=[C:19]([C:23]3[CH:28]=[CH:27][C:26]([C:29]([F:32])([F:31])[F:30])=[CH:25][CH:24]=3)[CH:20]=[CH:21][CH:22]=2)[CH:12]=[CH:11][C:3]=1[O:4][CH2:5][C:6]([O:8]CC)=[O:7].[OH-].[Na+]. (7) Given the product [N:15]1[S:16][N:17]=[C:18]2[C:10]([CH:9]=[O:3])=[CH:11][CH:12]=[CH:13][C:14]=12, predict the reactants needed to synthesize it. The reactants are: [Li].[N+](C(C)C)([O-])=[O:3].Br[CH2:9][C:10]1[C:18]2[C:14](=[N:15][S:16][N:17]=2)[CH:13]=[CH:12][CH:11]=1.